Dataset: Forward reaction prediction with 1.9M reactions from USPTO patents (1976-2016). Task: Predict the product of the given reaction. (1) Given the reactants [NH2:1][C:2]1[CH:7]=[CH:6][C:5]([S:8]([N:11]2[CH2:15][CH2:14][S:13][CH:12]2[C:16]([O:18][C@H:19]([C:30]2[CH:35]=[CH:34][C:33]([O:36][CH:37]([F:39])[F:38])=[C:32]([O:40][CH2:41][CH:42]3[CH2:44][CH2:43]3)[CH:31]=2)[CH2:20][C:21]2[C:26]([Cl:27])=[CH:25][N+:24]([O-:28])=[CH:23][C:22]=2[Cl:29])=[O:17])(=[O:10])=[O:9])=[CH:4][CH:3]=1.CS(O)(=O)=O, predict the reaction product. The product is: [NH2:1][C:2]1[CH:3]=[CH:4][C:5]([S:8]([N:11]2[CH2:15][CH2:14][S:13][C@H:12]2[C:16]([O:18][C@H:19]([C:30]2[CH:35]=[CH:34][C:33]([O:36][CH:37]([F:38])[F:39])=[C:32]([O:40][CH2:41][CH:42]3[CH2:44][CH2:43]3)[CH:31]=2)[CH2:20][C:21]2[C:22]([Cl:29])=[CH:23][N+:24]([O-:28])=[CH:25][C:26]=2[Cl:27])=[O:17])(=[O:10])=[O:9])=[CH:6][CH:7]=1. (2) The product is: [CH3:9][C:8]1[N:7]=[C:5]([C:4]2[CH:25]=[CH:26][CH:27]=[CH:28][C:3]=2[O:2][CH3:1])[N:15]2[C:10]=1[CH:11]=[N:12][C:13]([NH:16][C:17]1[CH:22]=[CH:21][C:20]([O:23][CH3:24])=[CH:19][CH:18]=1)=[N:14]2. Given the reactants [CH3:1][O:2][C:3]1[CH:28]=[CH:27][CH:26]=[CH:25][C:4]=1[C:5]([NH:7][CH:8]([C:10]1[N:15]=[N:14][C:13]([NH:16][C:17]2[CH:22]=[CH:21][C:20]([O:23][CH3:24])=[CH:19][CH:18]=2)=[N:12][CH:11]=1)[CH3:9])=O.P(Cl)(Cl)(Cl)=O, predict the reaction product. (3) The product is: [C:1]([O:5][C:6]([N:8]1[CH2:13][CH2:12][N:11]([CH:14]([C:22](=[O:23])[N:37]([CH2:38][CH3:39])[CH2:35][CH3:36])[C:15]2[CH:20]=[CH:19][CH:18]=[CH:17][C:16]=2[CH3:21])[CH2:10][CH2:9]1)=[O:7])([CH3:2])([CH3:4])[CH3:3]. Given the reactants [C:1]([O:5][C:6]([N:8]1[CH2:13][CH2:12][N:11]([CH:14]([C:22](O)=[O:23])[C:15]2[CH:20]=[CH:19][CH:18]=[CH:17][C:16]=2[CH3:21])[CH2:10][CH2:9]1)=[O:7])([CH3:4])([CH3:3])[CH3:2].C(P(=O)(OCC)OCC)#N.[CH2:35]([NH:37][CH2:38][CH3:39])[CH3:36], predict the reaction product. (4) The product is: [NH2:14][C:9]1[CH:10]=[C:11]([O:15][C:16]2[CH:21]=[CH:20][C:19]([NH:22][C:23]([NH:25][C:26](=[O:35])[CH2:27][C:28]3[CH:29]=[CH:30][C:31]([F:34])=[CH:32][CH:33]=3)=[O:24])=[CH:18][C:17]=2[F:36])[CH:6]=[CH:7][N:8]=1. Given the reactants COC1C=C[C:6]([CH2:7][NH:8][C:9]2[N:14]=CN=[C:11]([O:15][C:16]3[CH:21]=[CH:20][C:19]([NH:22][C:23]([NH:25][C:26](=[O:35])[CH2:27][C:28]4[CH:33]=[CH:32][C:31]([F:34])=[CH:30][CH:29]=4)=[O:24])=[CH:18][C:17]=3[F:36])[CH:10]=2)=CC=1.NC1C=CC(OC2C=CN=C(N)C=2)=C(F)C=1, predict the reaction product. (5) Given the reactants [NH2:1][CH2:2][C@@H:3]([C:5]1[CH:16]=[CH:15][C:8]2[O:9][C:10]([CH3:14])(C)[O:11][CH2:12][C:7]=2[CH:6]=1)[OH:4].BrCCCCCCO[CH2:25][CH2:26][CH2:27][C:28]1[CH:38]=[CH:37][C:31]2[CH2:32][CH2:33][S:34](=[O:36])(=[O:35])[C:30]=2[CH:29]=1.I[CH2:40][CH2:41][CH2:42][CH2:43][CH2:44][CH2:45][O:46][CH2:47]CCC1C=CC2CCS(=O)(=O)C=2C=1.CN(C)C=[O:64], predict the reaction product. The product is: [C:10]([O:9][C:8]1[CH:15]=[CH:16][C:5]([C@@H:3]([OH:4])[CH2:2][NH:1][CH2:40][CH2:41][CH2:42][CH2:43][CH2:44][CH2:45][O:46][CH2:47][CH2:25][CH2:26][CH2:27][C:28]2[CH:38]=[CH:37][C:31]3[CH2:32][CH2:33][S:34](=[O:35])(=[O:36])[C:30]=3[CH:29]=2)=[CH:6][C:7]=1[CH2:12][OH:11])(=[O:64])[CH3:14].